Dataset: Reaction yield outcomes from USPTO patents with 853,638 reactions. Task: Predict the reaction yield, written as a fraction of the theoretical maximum amount of product (1.0 means a 100% yield; for example, 0.34 means a 34% yield). (1) The reactants are C(OC[N:9]1[C:13]2[N:14]=[N:15][CH:16]=[C:17]([C:18]3[CH:19]=[N:20][N:21]([CH:23]([CH2:27][CH:28]4[CH2:32][CH2:31][CH2:30][CH2:29]4)[CH2:24][C:25]#[N:26])[CH:22]=3)[C:12]=2[CH:11]=[CH:10]1)(=O)C(C)(C)C.[OH-].[Na+]. The catalyst is CO. The product is [N:14]1[C:13]2[NH:9][CH:10]=[CH:11][C:12]=2[C:17]([C:18]2[CH:19]=[N:20][N:21]([CH:23]([CH2:27][CH:28]3[CH2:29][CH2:30][CH2:31][CH2:32]3)[CH2:24][C:25]#[N:26])[CH:22]=2)=[CH:16][N:15]=1. The yield is 0.420. (2) The reactants are Cl.CN.[CH2:4]([N:6](CC)CC)C.[F:11][C:12]1[CH:20]=[CH:19][C:18]([I:21])=[CH:17][C:13]=1[C:14](Cl)=[O:15]. The catalyst is ClCCl. The product is [F:11][C:12]1[CH:20]=[CH:19][C:18]([I:21])=[CH:17][C:13]=1[C:14]([NH:6][CH3:4])=[O:15]. The yield is 0.870. (3) The reactants are F[C:2]1[CH:9]=[C:8]([C:10]([F:13])([F:12])[F:11])[CH:7]=[CH:6][C:3]=1[C:4]#[N:5].Cl.[NH2:15][CH2:16][C:17]([O:19][CH2:20][CH3:21])=[O:18].C(=O)([O-])[O-].[K+].[K+].CC(C)([O-])C.[K+]. The catalyst is ClCCl.CN1CCCC1=O. The product is [NH2:5][C:4]1[C:3]2[C:2](=[CH:9][C:8]([C:10]([F:13])([F:12])[F:11])=[CH:7][CH:6]=2)[NH:15][C:16]=1[C:17]([O:19][CH2:20][CH3:21])=[O:18]. The yield is 0.230. (4) The reactants are [OH:1][C:2]1[CH:9]=[CH:8][C:5]([CH:6]=[O:7])=[CH:4][C:3]=1[N+:10]([O-:12])=[O:11].C(=O)([O-])[O-].[K+].[K+].Cl.[N:20]1([CH2:26][CH2:27][Cl:28])[CH2:25][CH2:24][CH2:23][CH2:22][CH2:21]1.C(OCC)(=O)C.Cl. The catalyst is O.CN(C=O)C. The product is [ClH:28].[N+:10]([C:3]1[CH:4]=[C:5]([CH:8]=[CH:9][C:2]=1[O:1][CH2:27][CH2:26][N:20]1[CH2:25][CH2:24][CH2:23][CH2:22][CH2:21]1)[CH:6]=[O:7])([O-:12])=[O:11]. The yield is 0.400. (5) The reactants are [F:1][C:2]1[CH:7]=[CH:6][C:5]([C:8]2[N:9]=[C:10]([C:13]([CH3:17])([CH3:16])[CH2:14][NH2:15])[S:11][CH:12]=2)=[CH:4][CH:3]=1.[F:18][C:19]([F:35])([F:34])[C:20]1[O:24][N:23]=[C:22]([C:25]2[CH:26]=[C:27]([CH:31]=[CH:32][CH:33]=2)[C:28](O)=[O:29])[N:21]=1.Cl.CN(C)CCCN=C=NCC.ON1C2C=CC=CC=2N=N1.C(N(C(C)C)CC)(C)C. The catalyst is ClCCl. The product is [F:1][C:2]1[CH:3]=[CH:4][C:5]([C:8]2[N:9]=[C:10]([C:13]([CH3:17])([CH3:16])[CH2:14][NH:15][C:28](=[O:29])[C:27]3[CH:31]=[CH:32][CH:33]=[C:25]([C:22]4[N:21]=[C:20]([C:19]([F:35])([F:34])[F:18])[O:24][N:23]=4)[CH:26]=3)[S:11][CH:12]=2)=[CH:6][CH:7]=1. The yield is 0.600. (6) The reactants are [F:1][C:2]1[C:12]([F:13])=[C:11]([F:14])[CH:10]=[CH:9][C:3]=1[NH:4][C@@H:5]([CH3:8])[CH2:6][OH:7].C(O[CH:18]=[C:19]([C:25]([O:27][CH2:28][CH3:29])=[O:26])[C:20]([O:22][CH2:23][CH3:24])=[O:21])C.C(=O)([O-])[O-].[K+].[K+]. The catalyst is [Cl-].C([N+](CCCCCC)(CCCCCC)CCCCCC)CCCCC.CC(C)=O. The product is [F:1][C:2]1[C:12]([F:13])=[C:11]([F:14])[CH:10]=[CH:9][C:3]=1[N:4]([CH:18]=[C:19]([C:20]([O:22][CH2:23][CH3:24])=[O:21])[C:25]([O:27][CH2:28][CH3:29])=[O:26])[C@@H:5]([CH3:8])[CH2:6][OH:7]. The yield is 0.840. (7) The reactants are [C:1]([NH:4][C:5]1[CH:10]=[CH:9][C:8]([S:11]([NH:14][C:15]2[S:19][C:18]([CH2:20][C:21]([O:23]CC)=[O:22])=[N:17][N:16]=2)(=[O:13])=[O:12])=[CH:7][CH:6]=1)(=[O:3])[CH3:2].[Li+].[OH-]. The product is [C:1]([NH:4][C:5]1[CH:10]=[CH:9][C:8]([S:11]([NH:14][C:15]2[S:19][C:18]([CH2:20][C:21]([OH:23])=[O:22])=[N:17][N:16]=2)(=[O:13])=[O:12])=[CH:7][CH:6]=1)(=[O:3])[CH3:2]. The yield is 0.880. The catalyst is C1COCC1. (8) The reactants are [CH3:1][O:2][CH2:3][C@H:4]([CH3:31])[O:5][C:6]1[CH:7]=[C:8]([C:23]2[NH:27][C:26]([C:28](O)=[O:29])=[CH:25][CH:24]=2)[CH:9]=[C:10]([O:12][Si:13]([CH:20]([CH3:22])[CH3:21])([CH:17]([CH3:19])[CH3:18])[CH:14]([CH3:16])[CH3:15])[CH:11]=1.[NH2:32][C@@H:33]([CH2:37][OH:38])[C@@H:34]([CH3:36])[OH:35].[Cl-].COC1N=C(OC)N=C([N+]2(C)CCOCC2)N=1. The catalyst is CO. The product is [OH:38][CH2:37][C@H:33]([NH:32][C:28]([C:26]1[NH:27][C:23]([C:8]2[CH:9]=[C:10]([O:12][Si:13]([CH:14]([CH3:15])[CH3:16])([CH:20]([CH3:22])[CH3:21])[CH:17]([CH3:18])[CH3:19])[CH:11]=[C:6]([O:5][C@@H:4]([CH3:31])[CH2:3][O:2][CH3:1])[CH:7]=2)=[CH:24][CH:25]=1)=[O:29])[C@H:34]([OH:35])[CH3:36]. The yield is 0.870.